From a dataset of Peptide-MHC class I binding affinity with 185,985 pairs from IEDB/IMGT. Regression. Given a peptide amino acid sequence and an MHC pseudo amino acid sequence, predict their binding affinity value. This is MHC class I binding data. (1) The peptide sequence is KGFVRENVW. The MHC is Mamu-B3901 with pseudo-sequence Mamu-B3901. The binding affinity (normalized) is 1.00. (2) The peptide sequence is APRTLVYLL. The MHC is HLA-C06:02 with pseudo-sequence HLA-C06:02. The binding affinity (normalized) is 0.113. (3) The MHC is HLA-A24:02 with pseudo-sequence HLA-A24:02. The binding affinity (normalized) is 0.705. The peptide sequence is KYLLNVSYL. (4) The peptide sequence is LMLHNPTSET. The MHC is HLA-A68:02 with pseudo-sequence HLA-A68:02. The binding affinity (normalized) is 0. (5) The peptide sequence is FSNTILLSDK. The MHC is HLA-A68:01 with pseudo-sequence HLA-A68:01. The binding affinity (normalized) is 0.574.